Dataset: Forward reaction prediction with 1.9M reactions from USPTO patents (1976-2016). Task: Predict the product of the given reaction. (1) Given the reactants C(O)C(O)C.[CH3:6][N:7]([CH2:9][CH:10]1[C:15]([OH:24])([C:16]2[CH:21]=[C:20]([O:22][CH3:23])[CH:19]=[CH:18][CH:17]=2)[CH2:14][CH2:13][CH2:12][CH2:11]1)[CH3:8].Cl.O, predict the reaction product. The product is: [CH3:8][N:7]([CH2:9][CH:10]1[C:15]([OH:24])([C:16]2[CH:21]=[C:20]([O:22][CH3:23])[CH:19]=[CH:18][CH:17]=2)[CH2:14][CH2:13][CH2:12][CH2:11]1)[CH3:6]. (2) Given the reactants Br[C:2]1[CH:3]=[CH:4][C:5]2[S:9][C:8]([CH:10]3[CH2:12][CH2:11]3)=[N:7][C:6]=2[CH:13]=1.[F:14][C:15]1[C:16]([CH3:46])=[C:17]([C@:21]2([C:34]([O:36][CH2:37][C:38]3[CH:43]=[CH:42][C:41]([O:44][CH3:45])=[CH:40][CH:39]=3)=[O:35])[CH2:25][CH2:24][C:23](OS(C(F)(F)F)(=O)=O)=[CH:22]2)[CH:18]=[CH:19][CH:20]=1, predict the reaction product. The product is: [CH:10]1([C:8]2[S:9][C:5]3[CH:4]=[CH:3][C:2]([C:23]4[CH2:24][CH2:25][C@:21]([C:17]5[CH:18]=[CH:19][CH:20]=[C:15]([F:14])[C:16]=5[CH3:46])([C:34]([O:36][CH2:37][C:38]5[CH:43]=[CH:42][C:41]([O:44][CH3:45])=[CH:40][CH:39]=5)=[O:35])[CH:22]=4)=[CH:13][C:6]=3[N:7]=2)[CH2:12][CH2:11]1.